Dataset: Reaction yield outcomes from USPTO patents with 853,638 reactions. Task: Predict the reaction yield, written as a fraction of the theoretical maximum amount of product (1.0 means a 100% yield; for example, 0.34 means a 34% yield). The reactants are [I:1][C:2]1[CH:7]=[CH:6][C:5]([OH:8])=[CH:4][CH:3]=1.CC(C)([O-])C.[K+].[CH3:15][O:16][CH2:17]Cl.O. The catalyst is CN(C=O)C. The product is [CH3:15][O:16][CH2:17][O:8][C:5]1[CH:6]=[CH:7][C:2]([I:1])=[CH:3][CH:4]=1. The yield is 0.880.